This data is from NCI-60 drug combinations with 297,098 pairs across 59 cell lines. The task is: Regression. Given two drug SMILES strings and cell line genomic features, predict the synergy score measuring deviation from expected non-interaction effect. (1) Drug 1: C1CCC(C1)C(CC#N)N2C=C(C=N2)C3=C4C=CNC4=NC=N3. Cell line: SNB-19. Synergy scores: CSS=-3.71, Synergy_ZIP=2.43, Synergy_Bliss=-0.334, Synergy_Loewe=-3.05, Synergy_HSA=-3.63. Drug 2: CCN(CC)CCNC(=O)C1=C(NC(=C1C)C=C2C3=C(C=CC(=C3)F)NC2=O)C. (2) Drug 1: COCCOC1=C(C=C2C(=C1)C(=NC=N2)NC3=CC=CC(=C3)C#C)OCCOC.Cl. Drug 2: B(C(CC(C)C)NC(=O)C(CC1=CC=CC=C1)NC(=O)C2=NC=CN=C2)(O)O. Cell line: OVCAR-8. Synergy scores: CSS=29.7, Synergy_ZIP=-1.04, Synergy_Bliss=-1.92, Synergy_Loewe=-47.6, Synergy_HSA=-1.44.